Dataset: NCI-60 drug combinations with 297,098 pairs across 59 cell lines. Task: Regression. Given two drug SMILES strings and cell line genomic features, predict the synergy score measuring deviation from expected non-interaction effect. (1) Drug 1: CCCS(=O)(=O)NC1=C(C(=C(C=C1)F)C(=O)C2=CNC3=C2C=C(C=N3)C4=CC=C(C=C4)Cl)F. Drug 2: C1C(C(OC1N2C=NC3=C(N=C(N=C32)Cl)N)CO)O. Cell line: LOX IMVI. Synergy scores: CSS=30.4, Synergy_ZIP=-2.18, Synergy_Bliss=-2.86, Synergy_Loewe=0.418, Synergy_HSA=1.36. (2) Drug 1: CNC(=O)C1=CC=CC=C1SC2=CC3=C(C=C2)C(=NN3)C=CC4=CC=CC=N4. Drug 2: CC1=C(C=C(C=C1)C(=O)NC2=CC(=CC(=C2)C(F)(F)F)N3C=C(N=C3)C)NC4=NC=CC(=N4)C5=CN=CC=C5. Cell line: NCI-H226. Synergy scores: CSS=3.88, Synergy_ZIP=1.83, Synergy_Bliss=4.39, Synergy_Loewe=0.842, Synergy_HSA=1.28. (3) Cell line: SK-MEL-5. Drug 2: CCN(CC)CCCC(C)NC1=C2C=C(C=CC2=NC3=C1C=CC(=C3)Cl)OC. Synergy scores: CSS=2.33, Synergy_ZIP=1.36, Synergy_Bliss=3.24, Synergy_Loewe=-1.56, Synergy_HSA=0.847. Drug 1: C(=O)(N)NO. (4) Drug 1: C1CCC(C1)C(CC#N)N2C=C(C=N2)C3=C4C=CNC4=NC=N3. Drug 2: CC(CN1CC(=O)NC(=O)C1)N2CC(=O)NC(=O)C2. Cell line: IGROV1. Synergy scores: CSS=14.6, Synergy_ZIP=-6.42, Synergy_Bliss=-4.18, Synergy_Loewe=-2.09, Synergy_HSA=-1.48. (5) Drug 1: COC1=CC(=CC(=C1O)OC)C2C3C(COC3=O)C(C4=CC5=C(C=C24)OCO5)OC6C(C(C7C(O6)COC(O7)C8=CC=CS8)O)O. Drug 2: CCC1(CC2CC(C3=C(CCN(C2)C1)C4=CC=CC=C4N3)(C5=C(C=C6C(=C5)C78CCN9C7C(C=CC9)(C(C(C8N6C)(C(=O)OC)O)OC(=O)C)CC)OC)C(=O)OC)O.OS(=O)(=O)O. Cell line: SK-MEL-2. Synergy scores: CSS=57.6, Synergy_ZIP=-8.20, Synergy_Bliss=-8.87, Synergy_Loewe=-8.22, Synergy_HSA=-4.72. (6) Drug 1: CC1=C(C=C(C=C1)NC2=NC=CC(=N2)N(C)C3=CC4=NN(C(=C4C=C3)C)C)S(=O)(=O)N.Cl. Drug 2: CC1C(C(CC(O1)OC2CC(CC3=C2C(=C4C(=C3O)C(=O)C5=CC=CC=C5C4=O)O)(C(=O)C)O)N)O. Cell line: NCI/ADR-RES. Synergy scores: CSS=38.5, Synergy_ZIP=6.94, Synergy_Bliss=11.1, Synergy_Loewe=-9.56, Synergy_HSA=10.1.